Task: Predict the reaction yield, written as a fraction of the theoretical maximum amount of product (1.0 means a 100% yield; for example, 0.34 means a 34% yield).. Dataset: Reaction yield outcomes from USPTO patents with 853,638 reactions The reactants are [CH3:1][O:2][CH2:3][C@@H:4]1[CH2:8][N:7]([C:9]([O:11][C:12]([CH3:15])([CH3:14])[CH3:13])=[O:10])[C@H:6]([C:16]([O:18]C)=[O:17])[CH2:5]1.[Li+].[OH-].Cl. The catalyst is C1COCC1.CO. The product is [C:12]([O:11][C:9]([N:7]1[CH2:8][C@@H:4]([CH2:3][O:2][CH3:1])[CH2:5][C@H:6]1[C:16]([OH:18])=[O:17])=[O:10])([CH3:15])([CH3:13])[CH3:14]. The yield is 0.990.